Predict the product of the given reaction. From a dataset of Forward reaction prediction with 1.9M reactions from USPTO patents (1976-2016). (1) Given the reactants [OH:1][C:2]1[CH:9]=[CH:8][C:5]([CH:6]=[O:7])=[CH:4][CH:3]=1.C([O-])([O-])=O.[Cs+].[Cs+].FC(F)(F)S(O[CH2:22][C:23]([F:26])([F:25])[F:24])(=O)=O, predict the reaction product. The product is: [F:24][C:23]([F:26])([F:25])[CH2:22][O:1][C:2]1[CH:9]=[CH:8][C:5]([CH:6]=[O:7])=[CH:4][CH:3]=1. (2) Given the reactants [OH:1][C:2]1[CH:11]=[CH:10][C:9]([I:12])=[CH:8][C:3]=1[C:4]([O:6][CH3:7])=[O:5].Br[CH2:14][C:15]1[CH:20]=[CH:19][C:18]([F:21])=[CH:17][CH:16]=1.C(=O)([O-])[O-].[K+].[K+].C(OCC)(=O)C, predict the reaction product. The product is: [F:21][C:18]1[CH:19]=[CH:20][C:15]([CH2:14][O:1][C:2]2[CH:11]=[CH:10][C:9]([I:12])=[CH:8][C:3]=2[C:4]([O:6][CH3:7])=[O:5])=[CH:16][CH:17]=1.